Dataset: Reaction yield outcomes from USPTO patents with 853,638 reactions. Task: Predict the reaction yield, written as a fraction of the theoretical maximum amount of product (1.0 means a 100% yield; for example, 0.34 means a 34% yield). (1) The reactants are Cl.[CH2:2]([C@@H:9]1NC(C)(C)N(C)C1=O)[C:3]1[CH:8]=CC=C[CH:4]=1.[CH:18]([CH:20]=[CH2:21])=[O:19].C=CC(=C)C. The catalyst is C[N+]([O-])=O.O. The product is [CH3:8][C:3]1[CH2:2][CH2:9][C@@H:20]([CH:18]=[O:19])[CH2:21][CH:4]=1. The yield is 0.840. (2) The reactants are [Cl:1][C:2]1[CH:3]=[C:4]2[C:9](=[C:10]([N+:12]([O-])=O)[CH:11]=1)[N:8]=[CH:7][CH:6]=[CH:5]2.[NH4+].[Cl-].O. The catalyst is [Fe].CCO. The product is [Cl:1][C:2]1[CH:3]=[C:4]2[C:9](=[C:10]([NH2:12])[CH:11]=1)[N:8]=[CH:7][CH:6]=[CH:5]2. The yield is 0.520. (3) The reactants are [N:1]1([C:5]([C:7]2[CH:8]=[N:9][N:10]([CH3:25])[C:11]=2[C:12]([NH:14][C:15]2[CH:20]=[CH:19][N:18]3[N:21]=[C:22](Br)[N:23]=[C:17]3[CH:16]=2)=[O:13])=[O:6])[CH2:4][CH2:3][CH2:2]1.[N:26]1[CH:31]=[CH:30][C:29](B(O)O)=[CH:28][CH:27]=1. The product is [N:26]1[CH:31]=[CH:30][C:29]([C:22]2[N:23]=[C:17]3[CH:16]=[C:15]([NH:14][C:12]([C:11]4[N:10]([CH3:25])[N:9]=[CH:8][C:7]=4[C:5]([N:1]4[CH2:4][CH2:3][CH2:2]4)=[O:6])=[O:13])[CH:20]=[CH:19][N:18]3[N:21]=2)=[CH:28][CH:27]=1. The catalyst is O1CCOCC1.C(=O)([O-])[O-].[Na+].[Na+].[Pd](Cl)Cl.C1(P(C2C=CC=CC=2)[C-]2C=CC=C2)C=CC=CC=1.[C-]1(P(C2C=CC=CC=2)C2C=CC=CC=2)C=CC=C1.[Fe+2].C1C=CC(P(C2C=CC=CC=2)[C-]2C=CC=C2)=CC=1.C1C=CC(P(C2C=CC=CC=2)[C-]2C=CC=C2)=CC=1.[Fe+2]. The yield is 0.188. (4) The reactants are [OH:1][C:2]1[CH:14]=[C:13]2[C:5]([C:6]3[C:7]([C:18]4[CH:23]=[CH:22][CH:21]=[C:20]([N:24]5[CH2:32][C:31]6[C:26](=[CH:27][C:28]([CH3:33])=[CH:29][CH:30]=6)[C:25]5=[O:34])[C:19]=4[CH3:35])=[CH:8][CH:9]=[C:10]([C:15]([NH2:17])=[O:16])[C:11]=3[NH:12]2)=[CH:4][CH:3]=1.C(=O)([O-])[O-].[K+].[K+].Br[CH2:43][CH2:44][O:45][CH3:46]. The catalyst is CN(C=O)C. The product is [CH3:46][O:45][CH2:44][CH2:43][O:1][C:2]1[CH:14]=[C:13]2[C:5]([C:6]3[C:7]([C:18]4[CH:23]=[CH:22][CH:21]=[C:20]([N:24]5[CH2:32][C:31]6[C:26](=[CH:27][C:28]([CH3:33])=[CH:29][CH:30]=6)[C:25]5=[O:34])[C:19]=4[CH3:35])=[CH:8][CH:9]=[C:10]([C:15]([NH2:17])=[O:16])[C:11]=3[NH:12]2)=[CH:4][CH:3]=1. The yield is 0.350. (5) The reactants are [CH2:1]1[O:5][C:4]2[CH:6]=[C:7]([OH:10])[CH:8]=[CH:9][C:3]=2[O:2]1.C([Mg]Cl)(C)C.[Br:16][C:17]1[CH:18]=[CH:19][CH:20]=[C:21]2[C:25]=1[NH:24][C:23](=[O:26])[C:22]2=[O:27]. The catalyst is O1CCCC1.[Cl-].[NH4+].C(OCC)(=O)C. The product is [Br:16][C:17]1[CH:18]=[CH:19][CH:20]=[C:21]2[C:25]=1[NH:24][C:23](=[O:26])[C:22]2([OH:27])[C:8]1[C:7]([OH:10])=[CH:6][C:4]2[O:5][CH2:1][O:2][C:3]=2[CH:9]=1. The yield is 0.770. (6) The reactants are C[Si](C)(C)N[Si](C)(C)C.C([Li])CCC.[Si:15]([O:22][C:23]1[CH:28]=[CH:27][C:26]([C:29](=[O:31])[CH3:30])=[CH:25][C:24]=1[CH2:32][CH3:33])([C:18]([CH3:21])([CH3:20])[CH3:19])([CH3:17])[CH3:16].[F:34][C:35]([F:44])([F:43])[C:36](N1C=CN=C1)=[O:37]. The catalyst is C1COCC1. The product is [Si:15]([O:22][C:23]1[CH:28]=[CH:27][C:26]([C:29](=[O:31])[CH2:30][C:36](=[O:37])[C:35]([F:44])([F:43])[F:34])=[CH:25][C:24]=1[CH2:32][CH3:33])([C:18]([CH3:21])([CH3:20])[CH3:19])([CH3:16])[CH3:17]. The yield is 0.990.